From a dataset of Full USPTO retrosynthesis dataset with 1.9M reactions from patents (1976-2016). Predict the reactants needed to synthesize the given product. (1) Given the product [C:1]([O:5][C:6](=[O:21])[C@@H:7]([NH:11][C:12]1[CH:17]=[CH:16][CH:15]=[CH:14][C:13]=1[NH2:18])[CH2:8][CH2:9][CH3:10])([CH3:2])([CH3:3])[CH3:4], predict the reactants needed to synthesize it. The reactants are: [C:1]([O:5][C:6](=[O:21])[C@@H:7]([NH:11][C:12]1[CH:17]=[CH:16][CH:15]=[CH:14][C:13]=1[N+:18]([O-])=O)[CH2:8][CH2:9][CH3:10])([CH3:4])([CH3:3])[CH3:2]. (2) The reactants are: CC1C=CC(S(O[CH2:12][CH:13]2[NH:18][C:17]3[C:19]([O:23][CH3:24])=[CH:20][CH:21]=[CH:22][C:16]=3[O:15][CH2:14]2)(=O)=O)=CC=1.[N-:25]=[N+:26]=[N-:27].[Na+]. Given the product [N:25]([CH2:12][CH:13]1[NH:18][C:17]2[C:19]([O:23][CH3:24])=[CH:20][CH:21]=[CH:22][C:16]=2[O:15][CH2:14]1)=[N+:26]=[N-:27], predict the reactants needed to synthesize it. (3) Given the product [Br:15][C:8]1[CH:9]=[C:4]([N+:1]([O-:3])=[O:2])[C:5]([NH:10][C@@H:11]([CH3:14])[CH2:12][OH:13])=[N:6][CH:7]=1, predict the reactants needed to synthesize it. The reactants are: [N+:1]([C:4]1[C:5]([NH:10][C@@H:11]([CH3:14])[CH2:12][OH:13])=[N:6][CH:7]=[CH:8][CH:9]=1)([O-:3])=[O:2].[Br:15]N1C(=O)CCC1=O. (4) Given the product [Br:1][C:2]1[CH:9]=[C:8]([N:24]([CH:25]([CH3:28])[CH2:26][OH:27])[CH3:23])[C:7]([N+:11]([O-:13])=[O:12])=[CH:6][C:3]=1[C:4]#[N:5], predict the reactants needed to synthesize it. The reactants are: [Br:1][C:2]1[CH:9]=[C:8](F)[C:7]([N+:11]([O-:13])=[O:12])=[CH:6][C:3]=1[C:4]#[N:5].C(N(CC)C(C)C)(C)C.[CH3:23][NH:24][CH:25]([CH3:28])[CH2:26][OH:27].O.